From a dataset of Forward reaction prediction with 1.9M reactions from USPTO patents (1976-2016). Predict the product of the given reaction. Given the reactants [CH3:1][C:2]1([CH3:24])[O:6][C@H:5]([CH2:7][O:8][C:9]2[CH:14]=[CH:13][C:12](B3OC(C)(C)C(C)(C)O3)=[CH:11][CH:10]=2)[CH2:4][O:3]1.Cl[C:26]1[N:31]=[C:30]([NH:32][C:33]([C:35]2([C:38]3[CH:48]=[CH:47][C:41]4[O:42][C:43]([F:46])([F:45])[O:44][C:40]=4[CH:39]=3)[CH2:37][CH2:36]2)=[O:34])[CH:29]=[CH:28][C:27]=1[CH3:49], predict the reaction product. The product is: [F:46][C:43]1([F:45])[O:42][C:41]2[CH:47]=[CH:48][C:38]([C:35]3([C:33]([NH:32][C:30]4[CH:29]=[CH:28][C:27]([CH3:49])=[C:26]([C:12]5[CH:11]=[CH:10][C:9]([O:8][CH2:7][C@@H:5]6[CH2:4][O:3][C:2]([CH3:1])([CH3:24])[O:6]6)=[CH:14][CH:13]=5)[N:31]=4)=[O:34])[CH2:37][CH2:36]3)=[CH:39][C:40]=2[O:44]1.